From a dataset of Forward reaction prediction with 1.9M reactions from USPTO patents (1976-2016). Predict the product of the given reaction. (1) Given the reactants C([O:3][C:4]([C:6]1[CH:7]=[N:8][N:9]([C:11]2[NH:20][C:19](=[O:21])[C:18]3[C:13](=[CH:14][C:15]([CH3:31])=[C:16]([O:22][C:23]4[C:28]([CH3:29])=[CH:27][CH:26]=[CH:25][C:24]=4[CH3:30])[CH:17]=3)[N:12]=2)[CH:10]=1)=[O:5])C.[OH-].[K+], predict the reaction product. The product is: [CH3:29][C:28]1[CH:27]=[CH:26][CH:25]=[C:24]([CH3:30])[C:23]=1[O:22][C:16]1[CH:17]=[C:18]2[C:13](=[CH:14][C:15]=1[CH3:31])[N:12]=[C:11]([N:9]1[CH:10]=[C:6]([C:4]([OH:5])=[O:3])[CH:7]=[N:8]1)[NH:20][C:19]2=[O:21]. (2) Given the reactants [C:1]([N:20]1[N:24]=[N:23][C:22]([CH2:25][C:26]#[N:27])=[N:21]1)([C:14]1[CH:19]=[CH:18][CH:17]=[CH:16][CH:15]=1)([C:8]1[CH:13]=[CH:12][CH:11]=[CH:10][CH:9]=1)[C:2]1[CH:7]=[CH:6][CH:5]=[CH:4][CH:3]=1.C1(C=O)CCCCC1.[OH-].[Na+].[I-].C[S+](C)(C)=O.[H-].[Na+].[CH:46]1([CH:52]=[C:53](C2N=NN(C(C3C=CC=CC=3)(C3C=CC=CC=3)C3C=CC=CC=3)N=2)C#N)[CH2:51][CH2:50][CH2:49][CH2:48][CH2:47]1, predict the reaction product. The product is: [CH:46]1([CH:52]2[CH2:53][C:25]2([C:22]2[N:23]=[N:24][N:20]([C:1]([C:2]3[CH:7]=[CH:6][CH:5]=[CH:4][CH:3]=3)([C:8]3[CH:13]=[CH:12][CH:11]=[CH:10][CH:9]=3)[C:14]3[CH:15]=[CH:16][CH:17]=[CH:18][CH:19]=3)[N:21]=2)[C:26]#[N:27])[CH2:51][CH2:50][CH2:49][CH2:48][CH2:47]1. (3) The product is: [CH2:1]([N:8]([CH2:9][CH2:10][OH:11])[C:24](=[O:25])[C:23]1[CH:27]=[CH:28][C:20]([Br:19])=[CH:21][C:22]=1[F:29])[C:2]1[CH:7]=[CH:6][CH:5]=[CH:4][CH:3]=1. Given the reactants [CH2:1]([NH:8][CH2:9][CH2:10][OH:11])[C:2]1[CH:7]=[CH:6][CH:5]=[CH:4][CH:3]=1.C(N(CC)CC)C.[Br:19][C:20]1[CH:28]=[CH:27][C:23]([C:24](Cl)=[O:25])=[C:22]([F:29])[CH:21]=1.O, predict the reaction product. (4) Given the reactants [CH2:1]([S:3][C:4]1[N:5]([CH3:11])[C:6](C=O)=[CH:7][N:8]=1)[CH3:2].[C:12](#[N:16])[CH2:13][C:14]#[N:15].[CH2:17](O)C, predict the reaction product. The product is: [CH2:1]([S:3][CH:4]1[N:5]([CH:11]=[C:13]([C:12]#[N:16])[C:14]#[N:15])[CH:6]=[CH:7][N:8]1[CH3:17])[CH3:2]. (5) Given the reactants [CH2:1]([O:3][C:4](=[O:39])[CH2:5][C:6]([N:8]([CH2:28][CH2:29][CH2:30][S:31]([N:34]1[CH2:38][CH2:37][CH2:36][CH2:35]1)(=[O:33])=[O:32])[C:9]1[C:10]([C:23](OCC)=[O:24])=[N:11][CH:12]=[C:13]([CH2:15][C:16]2[CH:21]=[CH:20][C:19]([F:22])=[CH:18][CH:17]=2)[CH:14]=1)=[O:7])[CH3:2].[O-]CC.[Na+], predict the reaction product. The product is: [F:22][C:19]1[CH:20]=[CH:21][C:16]([CH2:15][C:13]2[CH:14]=[C:9]3[C:10]([C:23]([OH:24])=[C:5]([C:4]([O:3][CH2:1][CH3:2])=[O:39])[C:6](=[O:7])[N:8]3[CH2:28][CH2:29][CH2:30][S:31]([N:34]3[CH2:35][CH2:36][CH2:37][CH2:38]3)(=[O:32])=[O:33])=[N:11][CH:12]=2)=[CH:17][CH:18]=1. (6) Given the reactants [N:1]#[C:2]Br.[F:4][C:5]([F:40])([F:39])[C:6]1[CH:7]=[C:8]([CH:32]=[C:33]([C:35]([F:38])([F:37])[F:36])[CH:34]=1)[CH2:9][NH:10][C@@H:11]1[C:20]2[C:15](=[CH:16][CH:17]=[C:18]([C:21]([F:24])([F:23])[F:22])[CH:19]=2)[N:14]([C:25]([O:27][CH2:28][CH3:29])=[O:26])[C@H:13]([CH2:30][CH3:31])[CH2:12]1.C(=O)([O-])[O-].[Na+].[Na+], predict the reaction product. The product is: [F:36][C:35]([F:37])([F:38])[C:33]1[CH:32]=[C:8]([CH:7]=[C:6]([C:5]([F:4])([F:39])[F:40])[CH:34]=1)[CH2:9][N:10]([C@@H:11]1[C:20]2[C:15](=[CH:16][CH:17]=[C:18]([C:21]([F:24])([F:23])[F:22])[CH:19]=2)[N:14]([C:25]([O:27][CH2:28][CH3:29])=[O:26])[C@H:13]([CH2:30][CH3:31])[CH2:12]1)[C:2]#[N:1]. (7) The product is: [Cl:1][C:2]1[C:10]([O:11][CH2:12][CH3:13])=[CH:9][C:5]([CH2:6][OH:7])=[CH:4][C:3]=1[N:14]1[CH2:15][CH2:16][S:17](=[O:21])(=[O:20])[CH2:18][CH2:19]1. Given the reactants [Cl:1][C:2]1[C:10]([O:11][CH2:12][CH3:13])=[CH:9][C:5]([C:6](O)=[O:7])=[CH:4][C:3]=1[N:14]1[CH2:19][CH2:18][S:17](=[O:21])(=[O:20])[CH2:16][CH2:15]1.B, predict the reaction product. (8) Given the reactants [Br:1][C:2]1[CH:7]=[C:6]([Br:8])[N:5]=[C:4]([C:9]2[CH:14]=[CH:13][C:12]([F:15])=[CH:11][C:10]=2[Cl:16])[C:3]=1[CH2:17][CH2:18][C:19]([O:21]C(C)(C)C)=O.C[Si](C=[N+]=[N-])(C)C.[Cl:33][C:34]1[CH:40]=[CH:39][CH:38]=[C:37]([Cl:41])[C:35]=1[NH2:36].C[Al](C)C.C([O-])(=O)C(C(C([O-])=O)O)O.[Na+].[K+], predict the reaction product. The product is: [Br:1][C:2]1[CH:7]=[C:6]([Br:8])[N:5]=[C:4]([C:9]2[CH:14]=[CH:13][C:12]([F:15])=[CH:11][C:10]=2[Cl:16])[C:3]=1[CH2:17][CH2:18][C:19]([NH:36][C:35]1[C:34]([Cl:33])=[CH:40][CH:39]=[CH:38][C:37]=1[Cl:41])=[O:21].